Task: Predict the reactants needed to synthesize the given product.. Dataset: Full USPTO retrosynthesis dataset with 1.9M reactions from patents (1976-2016) (1) Given the product [Cl:16][C:7]1[C:6]2[C:11](=[CH:12][C:3]([O:2][CH3:1])=[CH:4][CH:5]=2)[N:10]=[CH:9][N:8]=1, predict the reactants needed to synthesize it. The reactants are: [CH3:1][O:2][C:3]1[CH:12]=[C:11]2[C:6]([C:7](O)=[N:8][CH:9]=[N:10]2)=[CH:5][CH:4]=1.P(Cl)(Cl)([Cl:16])=O. (2) Given the product [Cl:1][C:2]1[CH:3]=[C:4]([CH:20]=[CH:21][C:22]=1[Cl:23])[CH2:5][N:6]1[CH2:11][CH2:10][O:9][CH:8]([CH2:12][NH2:13])[CH2:7]1, predict the reactants needed to synthesize it. The reactants are: [Cl:1][C:2]1[CH:3]=[C:4]([CH:20]=[CH:21][C:22]=1[Cl:23])[CH2:5][N:6]1[CH2:11][CH2:10][O:9][CH:8]([CH2:12][NH:13]C(=O)C(F)(F)F)[CH2:7]1.C(=O)([O-])[O-].[K+].[K+]. (3) Given the product [C:16]([O:20][C:21]([N:22]1[CH2:26][CH2:27][N:12]([C:11]2[C:5]3[O:4][C:3]([F:13])([F:14])[C:2]([F:1])([F:15])[O:7][C:6]=3[CH:8]=[CH:9][CH:10]=2)[CH2:24][CH2:23]1)=[O:29])([CH3:19])([CH3:18])[CH3:17], predict the reactants needed to synthesize it. The reactants are: [F:1][C:2]1([F:15])[O:7][C:6]2[CH:8]=[CH:9][CH:10]=[C:11]([NH2:12])[C:5]=2[O:4][C:3]1([F:14])[F:13].[C:16]([O:20][C:21](=[O:29])[N:22]([CH2:26][CH2:27]Cl)[CH2:23][CH2:24]Cl)([CH3:19])([CH3:18])[CH3:17].[H-].[Na+]. (4) Given the product [Cl:1][C:2]1[CH:7]=[C:6]([C:8]([S:10][CH3:15])=[NH:9])[CH:5]=[C:4]([O:11][CH3:12])[N:3]=1, predict the reactants needed to synthesize it. The reactants are: [Cl:1][C:2]1[CH:7]=[C:6]([C:8](=[S:10])[NH2:9])[CH:5]=[C:4]([O:11][CH3:12])[N:3]=1.CI.[CH3:15]C(C)=O.CCCCCC. (5) Given the product [C:1]1([O:7][C:8]2[CH:13]=[CH:12][C:11]([B:16]3[O:20][C:19]([CH3:22])([CH3:21])[C:18]([CH3:24])([CH3:23])[O:17]3)=[C:10]([CH3:15])[CH:9]=2)[CH:6]=[CH:5][CH:4]=[CH:3][CH:2]=1, predict the reactants needed to synthesize it. The reactants are: [C:1]1([O:7][C:8]2[CH:13]=[CH:12][C:11](Br)=[C:10]([CH3:15])[CH:9]=2)[CH:6]=[CH:5][CH:4]=[CH:3][CH:2]=1.[B:16]1([B:16]2[O:20][C:19]([CH3:22])([CH3:21])[C:18]([CH3:24])([CH3:23])[O:17]2)[O:20][C:19]([CH3:22])([CH3:21])[C:18]([CH3:24])([CH3:23])[O:17]1.ClCCl.C([O-])(=O)C.[K+]. (6) The reactants are: [C:1]([O:5][C:6](=[O:20])[NH:7][C:8]1[CH:13]=[C:12]([CH3:14])[C:11]([C:15]([F:18])([F:17])[F:16])=[CH:10][C:9]=1[NH2:19])([CH3:4])([CH3:3])[CH3:2].C([O:25][C:26](=O)[CH2:27][C:28]([C:30]1[CH:35]=[CH:34][CH:33]=[C:32]([C:36]2[CH:37]=[N:38][C:39]([CH:43]3[CH2:45][CH2:44]3)=[CH:40][C:41]=2[CH3:42])[CH:31]=1)=[O:29])(C)(C)C. Given the product [C:1]([O:5][C:6](=[O:20])[NH:7][C:8]1[CH:13]=[C:12]([CH3:14])[C:11]([C:15]([F:18])([F:17])[F:16])=[CH:10][C:9]=1[NH:19][C:26](=[O:25])[CH2:27][C:28]([C:30]1[CH:35]=[CH:34][CH:33]=[C:32]([C:36]2[CH:37]=[N:38][C:39]([CH:43]3[CH2:44][CH2:45]3)=[CH:40][C:41]=2[CH3:42])[CH:31]=1)=[O:29])([CH3:4])([CH3:2])[CH3:3], predict the reactants needed to synthesize it. (7) Given the product [C:10]([NH:9][C:6]1[CH:5]=[CH:4][C:3]([O:2][C:1]([NH:24][C@@H:25]([CH2:29][S:30]([OH:33])(=[O:32])=[O:31])[C:26]([OH:28])=[O:27])=[O:23])=[CH:8][CH:7]=1)(=[O:12])[CH3:11], predict the reactants needed to synthesize it. The reactants are: [C:1](=[O:23])(OC1C=CC([N+]([O-])=O)=CC=1)[O:2][C:3]1[CH:8]=[CH:7][C:6]([NH:9][C:10](=[O:12])[CH3:11])=[CH:5][CH:4]=1.[NH2:24][C@@H:25]([CH2:29][S:30]([O-:33])(=[O:32])=[O:31])[C:26]([O-:28])=[O:27].[Na+].[Na+].OC1C=CC(NC(=O)C)=CC=1.C(Cl)(=O)OC1C=CC([N+]([O-])=O)=CC=1. (8) Given the product [NH2:9][CH2:10][C:11]([O:13][C@H:14]1[CH2:15][CH2:16][C@H:17]([NH:20][C:21]2[CH:26]=[C:25]([N:27]3[C:35]4[CH2:34][C:33]([CH3:36])([CH3:37])[CH2:32][C:31](=[O:38])[C:30]=4[C:29]([CH3:39])=[CH:28]3)[CH:24]=[C:23]([F:40])[C:22]=2[C:41](=[O:43])[NH2:42])[CH2:18][CH2:19]1)=[O:12], predict the reactants needed to synthesize it. The reactants are: Cl.C(OC([NH:9][CH2:10][C:11]([O:13][C@H:14]1[CH2:19][CH2:18][C@H:17]([NH:20][C:21]2[CH:26]=[C:25]([N:27]3[C:35]4[CH2:34][C:33]([CH3:37])([CH3:36])[CH2:32][C:31](=[O:38])[C:30]=4[C:29]([CH3:39])=[CH:28]3)[CH:24]=[C:23]([F:40])[C:22]=2[C:41](=[O:43])[NH2:42])[CH2:16][CH2:15]1)=[O:12])=O)(C)(C)C. (9) The reactants are: I[C:2]1[C:10]2[C:5](=[CH:6][C:7]([C@H:11]3[C@@:13]4([C:21]5[C:16](=[CH:17][CH:18]=[CH:19][CH:20]=5)[NH:15][C:14]4=[O:22])[CH2:12]3)=[CH:8][CH:9]=2)[NH:4][N:3]=1.CC1(C)C(C)(C)OB([C:31]2[CH:32]=[C:33]([S:37]([NH2:40])(=[O:39])=[O:38])[CH:34]=[CH:35][CH:36]=2)O1.C([O-])([O-])=O.[Na+].[Na+]. Given the product [O:22]=[C:14]1[C@@:13]2([CH2:12][C@H:11]2[C:7]2[CH:6]=[C:5]3[C:10]([C:2]([C:31]4[CH:32]=[C:33]([S:37]([NH2:40])(=[O:39])=[O:38])[CH:34]=[CH:35][CH:36]=4)=[N:3][NH:4]3)=[CH:9][CH:8]=2)[C:21]2[C:16](=[CH:17][CH:18]=[CH:19][CH:20]=2)[NH:15]1, predict the reactants needed to synthesize it. (10) The reactants are: C1(C#C)C=CC=CC=1.[C:9]([C:11]1[CH:16]=[CH:15][C:14]([F:17])=[CH:13][CH:12]=1)#[CH:10].[N:18]([C:21]1[S:22][C:23]([C:27]([NH:29][CH2:30][C:31]2[CH:36]=[CH:35][CH:34]=[CH:33][CH:32]=2)=[O:28])=[C:24]([CH3:26])[N:25]=1)=[N+:19]=[N-:20]. Given the product [CH2:30]([NH:29][C:27]([C:23]1[S:22][C:21]([N:18]2[CH:10]=[C:9]([C:11]3[CH:16]=[CH:15][C:14]([F:17])=[CH:13][CH:12]=3)[N:20]=[N:19]2)=[N:25][C:24]=1[CH3:26])=[O:28])[C:31]1[CH:32]=[CH:33][CH:34]=[CH:35][CH:36]=1, predict the reactants needed to synthesize it.